Dataset: Full USPTO retrosynthesis dataset with 1.9M reactions from patents (1976-2016). Task: Predict the reactants needed to synthesize the given product. (1) Given the product [O:1]1[CH2:6][CH2:5][CH:4]([O:7][C:9]2[CH:10]=[CH:11][C:12]([N+:24]([O-:26])=[O:25])=[C:13]([CH2:15][NH:16][C:17](=[O:23])[O:18][C:19]([CH3:22])([CH3:20])[CH3:21])[CH:14]=2)[CH2:3][CH2:2]1, predict the reactants needed to synthesize it. The reactants are: [O:1]1[CH2:6][CH2:5][CH:4]([OH:7])[CH2:3][CH2:2]1.Cl[C:9]1[CH:10]=[CH:11][C:12]([N+:24]([O-:26])=[O:25])=[C:13]([CH2:15][NH:16][C:17](=[O:23])[O:18][C:19]([CH3:22])([CH3:21])[CH3:20])[CH:14]=1.[H-].[Na+].CN(C)C=O. (2) Given the product [CH3:22][O:21][C:17]1[CH:16]=[CH:15][N:14]=[C:13]([CH2:12][S+:11]([O-:34])[C:9]2[NH:8][C:7]3[CH:23]=[CH:24][C:4]([O:3][CH:2]([F:1])[F:25])=[CH:5][C:6]=3[N:10]=2)[C:18]=1[O:19][CH3:20], predict the reactants needed to synthesize it. The reactants are: [F:1][CH:2]([F:25])[O:3][C:4]1[CH:24]=[CH:23][C:7]2[NH:8][C:9]([S:11][CH2:12][C:13]3[C:18]([O:19][CH3:20])=[C:17]([O:21][CH3:22])[CH:16]=[CH:15][N:14]=3)=[N:10][C:6]=2[CH:5]=1.[OH-].[Na+].ClN1C(=[O:34])C2=CC=CC=C2C1=O.S(S([O-])=O)([O-])(=O)=O.[Na+].[Na+].